From a dataset of Forward reaction prediction with 1.9M reactions from USPTO patents (1976-2016). Predict the product of the given reaction. (1) Given the reactants [Cl:1][C:2]1[N:3]=[N:4][C:5]([C:8]#[C:9][CH2:10][CH2:11][N:12]2[CH:16]=[N:15][CH:14]=[N:13]2)=[CH:6][CH:7]=1, predict the reaction product. The product is: [Cl:1][C:2]1[N:3]=[N:4][C:5]([CH2:8][CH2:9][CH2:10][CH2:11][N:12]2[CH:16]=[N:15][CH:14]=[N:13]2)=[CH:6][CH:7]=1. (2) Given the reactants [CH2:1]([O:3][CH:4]([O:9][CH2:10][CH3:11])[CH2:5][CH2:6][CH2:7][NH2:8])[CH3:2].C(N(CC)CC)C.[C:19](OC(=O)C)(=[O:21])[CH3:20], predict the reaction product. The product is: [CH2:10]([O:9][CH:4]([O:3][CH2:1][CH3:2])[CH2:5][CH2:6][CH2:7][NH:8][C:19](=[O:21])[CH3:20])[CH3:11].